Dataset: Reaction yield outcomes from USPTO patents with 853,638 reactions. Task: Predict the reaction yield, written as a fraction of the theoretical maximum amount of product (1.0 means a 100% yield; for example, 0.34 means a 34% yield). (1) The reactants are [NH2:1][C:2]1[C:7]2[N:8]([C:11]3[CH:16]=[CH:15][CH:14]=[CH:13][CH:12]=3)[CH:9]=[N:10][C:6]=2[CH:5]=[C:4]([C:17]([F:20])([F:19])[F:18])[CH:3]=1.[C:21](Cl)(=[O:28])[C:22]1[CH:27]=[CH:26][CH:25]=[CH:24][CH:23]=1.C(N(CC)CC)C. The catalyst is O1CCCC1. The product is [C:21]([NH:1][C:2]1[C:7]2[N:8]([C:11]3[CH:16]=[CH:15][CH:14]=[CH:13][CH:12]=3)[CH:9]=[N:10][C:6]=2[CH:5]=[C:4]([C:17]([F:20])([F:19])[F:18])[CH:3]=1)(=[O:28])[C:22]1[CH:27]=[CH:26][CH:25]=[CH:24][CH:23]=1. The yield is 0.380. (2) The reactants are [NH:1]1[C:5]2[CH:6]=[CH:7][CH:8]=[CH:9][C:4]=2[N:3]=[C:2]1[CH2:10][OH:11].[CH2:12](Br)[CH:13]=[CH2:14].C(N(CC)C(C)C)(C)C. The catalyst is CN(C=O)C. The product is [CH2:14]([N:1]1[C:5]2[CH:6]=[CH:7][CH:8]=[CH:9][C:4]=2[N:3]=[C:2]1[CH2:10][OH:11])[CH:13]=[CH2:12]. The yield is 0.280. (3) The reactants are [CH:1]1([C:5]2[N:6]=[C:7]([C:10](Cl)=[O:11])[S:8][CH:9]=2)[CH2:4][CH2:3][CH2:2]1.[C:13]([C:16]1[C:21]([NH:22]C(C2SC=C(C3CC3)N=2)=O)=[C:20]([Cl:33])[C:19]([O:34][CH3:35])=[CH:18][CH:17]=1)(=[O:15])[CH3:14]. No catalyst specified. The product is [C:13]([C:16]1[C:21]([NH:22][C:10]([C:7]2[S:8][CH:9]=[C:5]([CH:1]3[CH2:4][CH2:3][CH2:2]3)[N:6]=2)=[O:11])=[C:20]([Cl:33])[C:19]([O:34][CH3:35])=[CH:18][CH:17]=1)(=[O:15])[CH3:14]. The yield is 0.700. (4) The reactants are [F:1][C:2]([F:7])([F:6])[C:3]([OH:5])=[O:4].[F:8][C:9]([F:14])([F:13])[C:10]([OH:12])=[O:11].C[O:16][C:17](=[O:50])[C@@H:18]([CH2:45][C:46]([O:48]C)=[O:47])[NH:19][C:20](=[O:44])[C@H:21]1[CH2:25][CH2:24][CH2:23][N:22]1[CH2:26][C:27]1[O:28][C:29]([C:32]([O:34][C:35]2[CH:40]=[CH:39][C:38]([C:41](=[NH:43])[NH2:42])=[CH:37][CH:36]=2)=[O:33])=[CH:30][CH:31]=1.Cl. The catalyst is O1CCOCC1.O. The product is [F:1][C:2]([F:7])([F:6])[C:3]([OH:5])=[O:4].[F:8][C:9]([F:14])([F:13])[C:10]([OH:12])=[O:11].[F:1][C:2]([F:7])([F:6])[C:3]([OH:5])=[O:4].[C:41]([C:38]1[CH:37]=[CH:36][C:35]([O:34][C:32]([C:29]2[O:28][C:27]([CH2:26][N:22]3[CH2:23][CH2:24][CH2:25][C@@H:21]3[C:20]([NH:19][C@@H:18]([C:17]([OH:50])=[O:16])[CH2:45][C:46]([OH:48])=[O:47])=[O:44])=[CH:31][CH:30]=2)=[O:33])=[CH:40][CH:39]=1)(=[NH:42])[NH2:43]. The yield is 0.00100. (5) The reactants are [OH-].[Na+].[F:3][C:4]([F:19])([F:18])[CH2:5][CH2:6][O:7][C:8]1[CH:17]=[CH:16][C:11]([C:12]([O:14]C)=[O:13])=[CH:10][N:9]=1. The catalyst is CO. The product is [F:19][C:4]([F:3])([F:18])[CH2:5][CH2:6][O:7][C:8]1[CH:17]=[CH:16][C:11]([C:12]([OH:14])=[O:13])=[CH:10][N:9]=1. The yield is 0.860. (6) The reactants are [CH2:1]([O:8][CH2:9][N:10]([C:23]1[N:28]=[C:27]([O:29][CH2:30][C:31]([F:34])([F:33])[F:32])[CH:26]=[C:25]([O:35][CH2:36][C:37]([F:40])([F:39])[F:38])[N:24]=1)[C:11](=[O:22])[NH:12][C:13]1[S:14][C:15]([C:18]([F:21])([F:20])[F:19])=[CH:16][CH:17]=1)[C:2]1[CH:7]=[CH:6][CH:5]=[CH:4][CH:3]=1.[H-].[Na+].[CH3:43][O:44][CH2:45]Br. The catalyst is CN(C=O)C. The product is [CH2:1]([O:8][CH2:9][N:10]([C:23]1[N:28]=[C:27]([O:29][CH2:30][C:31]([F:32])([F:33])[F:34])[CH:26]=[C:25]([O:35][CH2:36][C:37]([F:39])([F:40])[F:38])[N:24]=1)[C:11](=[O:22])[N:12]([CH2:43][O:44][CH3:45])[C:13]1[S:14][C:15]([C:18]([F:19])([F:20])[F:21])=[CH:16][CH:17]=1)[C:2]1[CH:7]=[CH:6][CH:5]=[CH:4][CH:3]=1. The yield is 0.690.